Predict the product of the given reaction. From a dataset of Forward reaction prediction with 1.9M reactions from USPTO patents (1976-2016). Given the reactants Cl[C:2]1[C:3]2[C:10]3[CH2:11][CH2:12][N:13](C(OC(C)(C)C)=O)[CH2:14][C:9]=3[S:8][C:4]=2[N:5]=[CH:6][N:7]=1.[N:22]1[CH:27]=[CH:26][CH:25]=[CH:24][C:23]=1[CH2:28][N:29]1[C:37]2[C:32](=[CH:33][C:34]([NH2:38])=[CH:35][CH:36]=2)[CH:31]=[N:30]1, predict the reaction product. The product is: [N:22]1[CH:27]=[CH:26][CH:25]=[CH:24][C:23]=1[CH2:28][N:29]1[C:37]2[C:32](=[CH:33][C:34]([NH:38][C:2]3[C:3]4[C:10]5[CH2:11][CH2:12][NH:13][CH2:14][C:9]=5[S:8][C:4]=4[N:5]=[CH:6][N:7]=3)=[CH:35][CH:36]=2)[CH:31]=[N:30]1.